Task: Predict the reactants needed to synthesize the given product.. Dataset: Full USPTO retrosynthesis dataset with 1.9M reactions from patents (1976-2016) (1) Given the product [C:3]([O:7][C:8]([NH:10][C@H:11]1[C:19]2[C:14](=[CH:15][CH:16]=[C:17]([C:20]([OH:22])=[O:21])[CH:18]=2)[CH2:13][CH2:12]1)=[O:9])([CH3:6])([CH3:4])[CH3:5], predict the reactants needed to synthesize it. The reactants are: [Li+].[OH-].[C:3]([O:7][C:8]([NH:10][C@H:11]1[C:19]2[C:14](=[CH:15][CH:16]=[C:17]([C:20]([O:22]C)=[O:21])[CH:18]=2)[CH2:13][CH2:12]1)=[O:9])([CH3:6])([CH3:5])[CH3:4]. (2) Given the product [CH3:8][C:6]1[CH:5]=[C:4]([C:9]2[CH:10]=[N:11][N:12]3[C:17]([C:18]4[CH:23]=[CH:22][CH:21]=[C:20]([C:24]5[N:25]=[N:26][N:27]([CH2:30][CH3:31])[N:28]=5)[CH:19]=4)=[CH:16][CH:15]=[N:14][C:13]=23)[CH:3]=[C:2]([CH3:1])[CH:7]=1, predict the reactants needed to synthesize it. The reactants are: [CH3:1][C:2]1[CH:3]=[C:4]([C:9]2[CH:10]=[N:11][N:12]3[C:17]([C:18]4[CH:23]=[CH:22][CH:21]=[C:20]([C:24]5[NH:28][N:27]=[N:26][N:25]=5)[CH:19]=4)=[CH:16][CH:15]=[N:14][C:13]=23)[CH:5]=[C:6]([CH3:8])[CH:7]=1.Br[CH2:30][CH3:31]. (3) Given the product [BrH:1].[NH2:17][CH2:2][C:3](=[O:15])[C:4]([C:7]1[CH:12]=[CH:11][C:10]([Cl:13])=[C:9]([Cl:14])[CH:8]=1)([CH3:6])[CH3:5], predict the reactants needed to synthesize it. The reactants are: [Br:1][CH2:2][C:3](=[O:15])[C:4]([C:7]1[CH:12]=[CH:11][C:10]([Cl:13])=[C:9]([Cl:14])[CH:8]=1)([CH3:6])[CH3:5].C1N2CN3CN(C2)C[N:17]1C3. (4) The reactants are: [C:1]([NH:4][C:5]1[S:6][C:7]([C:11]2[S:15][C:14]([S:16](Cl)(=[O:18])=[O:17])=[CH:13][CH:12]=2)=[C:8]([CH3:10])[N:9]=1)(=[O:3])[CH3:2].[O:20]1[C:24]2([CH2:29][CH2:28][NH:27][CH2:26][CH2:25]2)[O:23][CH2:22][CH2:21]1.CCN(C(C)C)C(C)C. Given the product [O:20]1[C:24]2([CH2:29][CH2:28][N:27]([S:16]([C:14]3[S:15][C:11]([C:7]4[S:6][C:5]([NH:4][C:1](=[O:3])[CH3:2])=[N:9][C:8]=4[CH3:10])=[CH:12][CH:13]=3)(=[O:18])=[O:17])[CH2:26][CH2:25]2)[O:23][CH2:22][CH2:21]1, predict the reactants needed to synthesize it. (5) Given the product [CH3:29][N:32]([CH3:31])[C:2]1[CH:3]=[CH:4][C:5]([C:21]([N:23]2[CH2:28][CH2:27][CH2:26][CH2:25][CH2:24]2)=[O:22])=[C:6]([NH:8][S:9]([C:12]2[C:17]3=[N:18][S:19][N:20]=[C:16]3[CH:15]=[CH:14][CH:13]=2)(=[O:11])=[O:10])[CH:7]=1, predict the reactants needed to synthesize it. The reactants are: N[C:2]1[CH:3]=[CH:4][C:5]([C:21]([N:23]2[CH2:28][CH2:27][CH2:26][CH2:25][CH2:24]2)=[O:22])=[C:6]([NH:8][S:9]([C:12]2[C:17]3=[N:18][S:19][N:20]=[C:16]3[CH:15]=[CH:14][CH:13]=2)(=[O:11])=[O:10])[CH:7]=1.[CH2:29]=O.[C:31]([BH3-])#[N:32].[Na+].[OH-].[Na+]. (6) Given the product [CH3:11][O:10][C:4]1[CH:3]=[C:2]([B:17]([OH:20])[OH:18])[CH:7]=[C:6]([O:8][CH3:9])[CH:5]=1, predict the reactants needed to synthesize it. The reactants are: Br[C:2]1[CH:7]=[C:6]([O:8][CH3:9])[CH:5]=[C:4]([O:10][CH3:11])[CH:3]=1.C([Li])CCC.[B:17](OC)([O:20]C)[O:18]C. (7) The reactants are: C[Si]([C:5]#[C:6][C:7]1[CH:8]=[CH:9][C:10]([C:13]2[CH:18]=[CH:17][C:16]([C:19]#[C:20][Si](C)(C)C)=[CH:15][N:14]=2)=[N:11][CH:12]=1)(C)C.[F-].[K+]. Given the product [C:19]([C:16]1[CH:17]=[CH:18][C:13]([C:10]2[CH:9]=[CH:8][C:7]([C:6]#[CH:5])=[CH:12][N:11]=2)=[N:14][CH:15]=1)#[CH:20], predict the reactants needed to synthesize it.